This data is from Forward reaction prediction with 1.9M reactions from USPTO patents (1976-2016). The task is: Predict the product of the given reaction. (1) Given the reactants [CH2:1](Br)[C:2]1[CH:7]=[CH:6][CH:5]=[CH:4][CH:3]=1.C(=O)([O-])[O-].[K+].[K+].[Br:15][C:16]1[CH:17]=[N:18][N:19]([CH:21]2[CH2:26][CH2:25][NH:24][CH2:23][CH2:22]2)[CH:20]=1, predict the reaction product. The product is: [CH2:1]([N:24]1[CH2:23][CH2:22][CH:21]([N:19]2[CH:20]=[C:16]([Br:15])[CH:17]=[N:18]2)[CH2:26][CH2:25]1)[C:2]1[CH:7]=[CH:6][CH:5]=[CH:4][CH:3]=1. (2) Given the reactants [Br:1][C:2]1[CH:3]=[C:4]2[C:10]([NH:11]C(=O)C)=[C:9]([C:15]3[CH:20]=[CH:19][CH:18]=[CH:17][CH:16]=3)[NH:8][C:5]2=[N:6][CH:7]=1, predict the reaction product. The product is: [Br:1][C:2]1[CH:3]=[C:4]2[C:10]([NH2:11])=[C:9]([C:15]3[CH:20]=[CH:19][CH:18]=[CH:17][CH:16]=3)[NH:8][C:5]2=[N:6][CH:7]=1. (3) Given the reactants [NH2:1][C:2]1[S:6][C:5]([C:7]([OH:9])=[O:8])=[CH:4][CH:3]=1.[CH3:10]I, predict the reaction product. The product is: [NH2:1][C:2]1[S:6][C:5]([C:7]([O:9][CH3:10])=[O:8])=[CH:4][CH:3]=1.